From a dataset of Forward reaction prediction with 1.9M reactions from USPTO patents (1976-2016). Predict the product of the given reaction. (1) The product is: [CH3:35][O:53][C:54]([C:21]1[CH:22]=[CH:23][C:9]2[C:8]3([CH2:1][C:2]4[CH:7]=[CH:6][CH:5]=[CH:4][CH:3]=4)[CH2:18][CH2:17][C:16](=[O:19])[CH:15]=[C:14]3[CH2:13][CH2:12][CH2:11][C:10]=2[CH:20]=1)=[O:75]. Given the reactants [CH2:1]([C:8]12[CH2:18][CH2:17][C:16](=[O:19])[CH:15]=[C:14]1[CH2:13][CH2:12][CH2:11][C:10]1[CH:20]=[C:21](OS(C(F)(F)F)(=O)=O)[CH:22]=[CH:23][C:9]2=1)[C:2]1[CH:7]=[CH:6][CH:5]=[CH:4][CH:3]=1.CC1(C)C2[C:54](=C(P(C3C=CC=CC=3)C3C=CC=CC=3)C=CC=2)[O:53][C:35]2C(P(C3C=CC=CC=3)C3C=CC=CC=3)=CC=CC1=2.C[OH:75], predict the reaction product. (2) Given the reactants [CH2:1]([C:3]1([C@@H:7]([OH:11])[CH2:8][CH2:9]O)[CH2:6][CH2:5][CH2:4]1)[CH3:2].[OH-].[Na+].S(Cl)(C1C=CC(C)=CC=1)(=O)=O.[C:25]1([N:31]2[C:35]([SH:36])=[N:34][N:33]=[N:32]2)[CH:30]=[CH:29][CH:28]=[CH:27][CH:26]=1, predict the reaction product. The product is: [CH2:1]([C:3]1([C@@H:7]([OH:11])[CH2:8][CH2:9][S:36][C:35]2[N:31]([C:25]3[CH:30]=[CH:29][CH:28]=[CH:27][CH:26]=3)[N:32]=[N:33][N:34]=2)[CH2:6][CH2:5][CH2:4]1)[CH3:2].